This data is from NCI-60 drug combinations with 297,098 pairs across 59 cell lines. The task is: Regression. Given two drug SMILES strings and cell line genomic features, predict the synergy score measuring deviation from expected non-interaction effect. (1) Synergy scores: CSS=27.2, Synergy_ZIP=-6.40, Synergy_Bliss=-4.27, Synergy_Loewe=-0.790, Synergy_HSA=-1.20. Cell line: LOX IMVI. Drug 2: CC1=C(C=C(C=C1)C(=O)NC2=CC(=CC(=C2)C(F)(F)F)N3C=C(N=C3)C)NC4=NC=CC(=N4)C5=CN=CC=C5. Drug 1: CC(CN1CC(=O)NC(=O)C1)N2CC(=O)NC(=O)C2. (2) Drug 1: CCC1=C2CN3C(=CC4=C(C3=O)COC(=O)C4(CC)O)C2=NC5=C1C=C(C=C5)O. Drug 2: CN(CC1=CN=C2C(=N1)C(=NC(=N2)N)N)C3=CC=C(C=C3)C(=O)NC(CCC(=O)O)C(=O)O. Cell line: MCF7. Synergy scores: CSS=28.5, Synergy_ZIP=-8.53, Synergy_Bliss=-5.63, Synergy_Loewe=-4.32, Synergy_HSA=-4.12. (3) Drug 1: CCC1(CC2CC(C3=C(CCN(C2)C1)C4=CC=CC=C4N3)(C5=C(C=C6C(=C5)C78CCN9C7C(C=CC9)(C(C(C8N6C)(C(=O)OC)O)OC(=O)C)CC)OC)C(=O)OC)O.OS(=O)(=O)O. Drug 2: CC12CCC3C(C1CCC2OP(=O)(O)O)CCC4=C3C=CC(=C4)OC(=O)N(CCCl)CCCl.[Na+]. Cell line: SK-OV-3. Synergy scores: CSS=-2.40, Synergy_ZIP=0.744, Synergy_Bliss=1.15, Synergy_Loewe=-1.37, Synergy_HSA=-2.23. (4) Drug 1: CC(C1=C(C=CC(=C1Cl)F)Cl)OC2=C(N=CC(=C2)C3=CN(N=C3)C4CCNCC4)N. Drug 2: CC1=C(N=C(N=C1N)C(CC(=O)N)NCC(C(=O)N)N)C(=O)NC(C(C2=CN=CN2)OC3C(C(C(C(O3)CO)O)O)OC4C(C(C(C(O4)CO)O)OC(=O)N)O)C(=O)NC(C)C(C(C)C(=O)NC(C(C)O)C(=O)NCCC5=NC(=CS5)C6=NC(=CS6)C(=O)NCCC[S+](C)C)O. Cell line: BT-549. Synergy scores: CSS=1.80, Synergy_ZIP=-0.265, Synergy_Bliss=-1.58, Synergy_Loewe=-13.8, Synergy_HSA=-5.57. (5) Drug 1: CC12CCC(CC1=CCC3C2CCC4(C3CC=C4C5=CN=CC=C5)C)O. Drug 2: CCC(=C(C1=CC=CC=C1)C2=CC=C(C=C2)OCCN(C)C)C3=CC=CC=C3.C(C(=O)O)C(CC(=O)O)(C(=O)O)O. Cell line: SR. Synergy scores: CSS=27.0, Synergy_ZIP=1.28, Synergy_Bliss=5.45, Synergy_Loewe=-1.66, Synergy_HSA=5.64. (6) Drug 1: COC1=CC(=CC(=C1O)OC)C2C3C(COC3=O)C(C4=CC5=C(C=C24)OCO5)OC6C(C(C7C(O6)COC(O7)C8=CC=CS8)O)O. Drug 2: CC1=C(C=C(C=C1)NC(=O)C2=CC=C(C=C2)CN3CCN(CC3)C)NC4=NC=CC(=N4)C5=CN=CC=C5. Cell line: U251. Synergy scores: CSS=48.0, Synergy_ZIP=7.74, Synergy_Bliss=6.83, Synergy_Loewe=-13.9, Synergy_HSA=7.73. (7) Drug 1: CCC1=C2CN3C(=CC4=C(C3=O)COC(=O)C4(CC)O)C2=NC5=C1C=C(C=C5)O. Drug 2: C(CCl)NC(=O)N(CCCl)N=O. Cell line: SF-539. Synergy scores: CSS=56.4, Synergy_ZIP=2.44, Synergy_Bliss=5.63, Synergy_Loewe=1.52, Synergy_HSA=6.17.